This data is from Forward reaction prediction with 1.9M reactions from USPTO patents (1976-2016). The task is: Predict the product of the given reaction. (1) Given the reactants N1(C2[CH:11]=[CH:10][C:9]([C:12]3[NH:17][C:16](=[O:18])[C:15]([C:19]([O:21][CH3:22])=[O:20])=[C:14](O)[C:13]=3[CH2:24][CH3:25])=[CH:8][CH:7]=2)CC=CC1.[CH3:26][N+:27]1([O-])[CH2:32][CH2:31][O:30][CH2:29][CH2:28]1.C1C[O:37]CC1, predict the reaction product. The product is: [OH:30][C@H:31]1[C@@H:29]([OH:37])[CH2:28][N:27]([C:26]2[CH:11]=[CH:10][C:9]([C:12]3[NH:17][C:16](=[O:18])[C:15]([C:19]([O:21][CH3:22])=[O:20])=[CH:14][C:13]=3[CH2:24][CH3:25])=[CH:8][CH:7]=2)[CH2:32]1. (2) Given the reactants [CH3:1][O:2][C:3](=[O:25])[CH2:4][C:5]1[CH:6]=[C:7]([C:13]2[CH:18]=[CH:17][C:16]([C:19]([F:22])([F:21])[F:20])=[CH:15][C:14]=2[CH2:23]O)[C:8]([O:11][CH3:12])=[CH:9][CH:10]=1.[CH3:26][C:27]1([C:34]2[CH:39]=[CH:38][CH:37]=[CH:36][CH:35]=2)[NH:31][C:30](=[O:32])[NH:29][C:28]1=[O:33].C1(P(C2C=CC=CC=2)C2C=CC=CC=2)C=CC=CC=1.N(C(OC(C)C)=O)=NC(OC(C)C)=O, predict the reaction product. The product is: [CH3:1][O:2][C:3](=[O:25])[CH2:4][C:5]1[CH:6]=[C:7]([C:13]2[CH:18]=[CH:17][C:16]([C:19]([F:21])([F:22])[F:20])=[CH:15][C:14]=2[CH2:23][N:29]2[C:28](=[O:33])[C:27]([CH3:26])([C:34]3[CH:35]=[CH:36][CH:37]=[CH:38][CH:39]=3)[NH:31][C:30]2=[O:32])[C:8]([O:11][CH3:12])=[CH:9][CH:10]=1.